This data is from NCI-60 drug combinations with 297,098 pairs across 59 cell lines. The task is: Regression. Given two drug SMILES strings and cell line genomic features, predict the synergy score measuring deviation from expected non-interaction effect. (1) Drug 1: CC1=C(C=C(C=C1)NC2=NC=CC(=N2)N(C)C3=CC4=NN(C(=C4C=C3)C)C)S(=O)(=O)N.Cl. Drug 2: CC1=C(C(=CC=C1)Cl)NC(=O)C2=CN=C(S2)NC3=CC(=NC(=N3)C)N4CCN(CC4)CCO. Cell line: OVCAR3. Synergy scores: CSS=17.4, Synergy_ZIP=3.32, Synergy_Bliss=6.19, Synergy_Loewe=-7.48, Synergy_HSA=5.65. (2) Drug 1: CN1CCC(CC1)COC2=C(C=C3C(=C2)N=CN=C3NC4=C(C=C(C=C4)Br)F)OC. Drug 2: CC1=C(C=C(C=C1)C(=O)NC2=CC(=CC(=C2)C(F)(F)F)N3C=C(N=C3)C)NC4=NC=CC(=N4)C5=CN=CC=C5. Cell line: SR. Synergy scores: CSS=5.70, Synergy_ZIP=-2.09, Synergy_Bliss=-3.90, Synergy_Loewe=-6.60, Synergy_HSA=-4.88.